From a dataset of Forward reaction prediction with 1.9M reactions from USPTO patents (1976-2016). Predict the product of the given reaction. (1) Given the reactants C([N:4]1[CH2:9][CH2:8][CH:7]([CH2:10][CH2:11][C:12]([C:14]2[CH:15]=[C:16]3[C:21]4=[C:22]([CH2:24][CH2:25][N:20]4[C:19](=[O:26])[CH2:18][CH2:17]3)[CH:23]=2)=[O:13])[CH2:6][CH2:5]1)(=O)C.Cl, predict the reaction product. The product is: [NH:4]1[CH2:5][CH2:6][CH:7]([CH2:10][CH2:11][C:12]([C:14]2[CH:15]=[C:16]3[C:21]4=[C:22]([CH2:24][CH2:25][N:20]4[C:19](=[O:26])[CH2:18][CH2:17]3)[CH:23]=2)=[O:13])[CH2:8][CH2:9]1. (2) Given the reactants CC(C)(C)C([NH:5][C:6]1[CH:11]=[CH:10][N:9]=[CH:8][C:7]=1[CH2:12][C:13](=[O:19])C(OCC)=O)=O.[OH-:22].[K+].[C:24]([C:27]1[CH:32]=[CH:31][CH:30]=[CH:29][CH:28]=1)(=O)[CH3:25], predict the reaction product. The product is: [C:27]1([C:24]2[N:5]=[C:6]3[CH:11]=[CH:10][N:9]=[CH:8][C:7]3=[C:12]([C:13]([OH:19])=[O:22])[CH:25]=2)[CH:32]=[CH:31][CH:30]=[CH:29][CH:28]=1. (3) Given the reactants [CH2:1]([N:8]1[CH:12]=[C:11](I)[CH:10]=[N:9]1)[C:2]1[CH:7]=[CH:6][CH:5]=[CH:4][CH:3]=1.[Cl:14][C:15]1[C:20](B(O)O)=[CH:19][CH:18]=[CH:17][N:16]=1.C(=O)(O)[O-].[Na+], predict the reaction product. The product is: [CH2:1]([N:8]1[CH:12]=[C:11]([C:20]2[C:15]([Cl:14])=[N:16][CH:17]=[CH:18][CH:19]=2)[CH:10]=[N:9]1)[C:2]1[CH:7]=[CH:6][CH:5]=[CH:4][CH:3]=1. (4) Given the reactants [OH:1][C:2]1[CH:11]=[CH:10][C:5]([C:6](OC)=[O:7])=[CH:4][C:3]=1[N+:12]([O-:14])=[O:13].[NH3:15].Cl, predict the reaction product. The product is: [OH:1][C:2]1[CH:11]=[CH:10][C:5]([C:6]([NH2:15])=[O:7])=[CH:4][C:3]=1[N+:12]([O-:14])=[O:13].